From a dataset of Full USPTO retrosynthesis dataset with 1.9M reactions from patents (1976-2016). Predict the reactants needed to synthesize the given product. (1) Given the product [ClH:38].[F:29][C:26]([F:27])([F:28])[C:21]1[CH:22]=[CH:23][CH:24]=[CH:25][C:20]=1[CH:19]([O:18][CH:16]1[CH2:17][NH:14][CH2:15]1)[C:30]1[CH:35]=[CH:34][C:33]([CH3:36])=[CH:32][CH:31]=1, predict the reactants needed to synthesize it. The reactants are: C([N:14]1[CH2:17][CH:16]([O:18][CH:19]([C:30]2[CH:35]=[CH:34][C:33]([CH3:36])=[CH:32][CH:31]=2)[C:20]2[CH:25]=[CH:24][CH:23]=[CH:22][C:21]=2[C:26]([F:29])([F:28])[F:27])[CH2:15]1)(C1C=CC=CC=1)C1C=CC=CC=1.Cl.[Cl:38]C1C=CC=CC=1C(OC1CNC1)C1C=CC(Cl)=CC=1. (2) Given the product [CH3:15][C:12]1([CH3:16])[CH2:11][O:10][C:9]2[CH:17]=[CH:18][C:6]([CH2:4][OH:3])=[CH:7][C:8]=2[O:14][CH2:13]1, predict the reactants needed to synthesize it. The reactants are: C([O:3][C:4]([C:6]1[CH:18]=[CH:17][C:9]2[O:10][CH2:11][C:12]([CH3:16])([CH3:15])[CH2:13][O:14][C:8]=2[CH:7]=1)=O)C.[H-].C([Al+]CC(C)C)C(C)C.O.Cl.